This data is from Full USPTO retrosynthesis dataset with 1.9M reactions from patents (1976-2016). The task is: Predict the reactants needed to synthesize the given product. (1) Given the product [C:35]([O:39][C:40](=[O:59])[N:41]([C:51]1[CH:56]=[C:55]([CH2:57][C@H:8]2[C:7](=[O:9])[N:6]([Si:10]([C:23]([CH3:26])([CH3:25])[CH3:24])([C:11]3[CH:16]=[CH:15][CH:14]=[CH:13][CH:12]=3)[C:17]3[CH:22]=[CH:21][CH:20]=[CH:19][CH:18]=3)[C@@H:5]2[CH:4]=[N:3][O:2][CH3:1])[CH:54]=[CH:53][N:52]=1)[CH2:42][C:43]1[CH:44]=[CH:45][C:46]([O:49][CH3:50])=[CH:47][CH:48]=1)([CH3:38])([CH3:37])[CH3:36], predict the reactants needed to synthesize it. The reactants are: [CH3:1][O:2][N:3]=[CH:4][C@@H:5]1[CH2:8][C:7](=[O:9])[N:6]1[Si:10]([C:23]([CH3:26])([CH3:25])[CH3:24])([C:17]1[CH:22]=[CH:21][CH:20]=[CH:19][CH:18]=1)[C:11]1[CH:16]=[CH:15][CH:14]=[CH:13][CH:12]=1.C([N-]C(C)C)(C)C.[Li+].[C:35]([O:39][C:40](=[O:59])[N:41]([C:51]1[CH:56]=[C:55]([CH2:57]Br)[CH:54]=[CH:53][N:52]=1)[CH2:42][C:43]1[CH:48]=[CH:47][C:46]([O:49][CH3:50])=[CH:45][CH:44]=1)([CH3:38])([CH3:37])[CH3:36]. (2) The reactants are: [CH3:1][C:2]1[N:3]=[C:4](O)[C:5]2[S:10][CH:9]=[CH:8][C:6]=2[N:7]=1.O=P(Cl)(Cl)[Cl:14]. Given the product [Cl:14][C:4]1[C:5]2[S:10][CH:9]=[CH:8][C:6]=2[N:7]=[C:2]([CH3:1])[N:3]=1, predict the reactants needed to synthesize it. (3) Given the product [CH2:9]([N:8]1[C:4]([CH2:3][S:19][C:17]2[N:16]=[C:15]([OH:20])[CH:14]=[C:13]([CH3:12])[N:18]=2)=[C:5]([CH3:11])[N:6]=[CH:7]1)[CH3:10], predict the reactants needed to synthesize it. The reactants are: Cl.Cl[CH2:3][C:4]1[N:8]([CH2:9][CH3:10])[CH:7]=[N:6][C:5]=1[CH3:11].[CH3:12][C:13]1[N:18]=[C:17]([SH:19])[N:16]=[C:15]([OH:20])[CH:14]=1.C(=O)([O-])[O-].[K+].[K+]. (4) Given the product [O:7]1[CH2:8][CH2:9][O:10][CH:6]1[C:2]1[S:1][CH:5]=[CH:4][N:3]=1, predict the reactants needed to synthesize it. The reactants are: [S:1]1[CH:5]=[CH:4][N:3]=[C:2]1[CH:6]=[O:7].[CH2:8](O)[CH2:9][OH:10].O.C1(C)C=CC(S(O)(=O)=O)=CC=1.O. (5) Given the product [C:38]([OH:37])(=[O:40])[CH2:39][CH2:23][C:24]([OH:25])=[O:43].[F:1][C:2]1[CH:3]=[CH:4][C:5]2[NH:11][C:10]3[CH:12]=[CH:13][C:14]([CH3:16])=[CH:15][C:9]=3[C:8]([N:17]3[CH2:22][CH2:21][N:20]([CH3:28])[C@@H:19]([CH2:23][CH2:24][O:25][CH3:26])[CH2:18]3)=[N:7][C:6]=2[CH:27]=1, predict the reactants needed to synthesize it. The reactants are: [F:1][C:2]1[CH:3]=[CH:4][C:5]2[NH:11][C:10]3[CH:12]=[CH:13][C:14]([CH3:16])=[CH:15][C:9]=3[C:8]([N:17]3[CH2:22][CH2:21][NH:20][C@@H:19]([CH2:23][CH2:24][O:25][CH3:26])[CH2:18]3)=[N:7][C:6]=2[CH:27]=1.[C:28](O[BH-]([O:37][C:38](=[O:40])[CH3:39])[O:37][C:38](=[O:40])[CH3:39])(=O)[CH3:28].[Na+].C=[O:43]. (6) Given the product [CH2:1]([O:8][C:9]1[C:14]2[CH:15]=[C:16]([C:18]3[N:19]=[C:20]4[N:24]([CH:25]=3)[N:23]=[C:22]([O:30][CH3:29])[S:21]4)[O:17][C:13]=2[CH:12]=[C:11]([O:27][CH3:28])[CH:10]=1)[C:2]1[CH:7]=[CH:6][CH:5]=[CH:4][CH:3]=1, predict the reactants needed to synthesize it. The reactants are: [CH2:1]([O:8][C:9]1[C:14]2[CH:15]=[C:16]([C:18]3[N:19]=[C:20]4[N:24]([CH:25]=3)[N:23]=[C:22](Br)[S:21]4)[O:17][C:13]=2[CH:12]=[C:11]([O:27][CH3:28])[CH:10]=1)[C:2]1[CH:7]=[CH:6][CH:5]=[CH:4][CH:3]=1.[CH3:29][O-:30].[Na+]. (7) The reactants are: Cl.Cl[CH2:3][C:4]1[CH:19]=[CH:18][C:7]([O:8][C:9]2[S:10][C:11]3[C:16]([N:17]=2)=[CH:15][CH:14]=[CH:13][N:12]=3)=[CH:6][CH:5]=1.[NH:20]1[CH2:25][CH2:24][CH:23]([N:26]2[CH2:30][CH2:29][CH2:28][C:27]2=[O:31])[CH2:22][CH2:21]1.CCN(CC)CC. Given the product [N:17]1[C:16]2[C:11](=[N:12][CH:13]=[CH:14][CH:15]=2)[S:10][C:9]=1[O:8][C:7]1[CH:18]=[CH:19][C:4]([CH2:3][N:20]2[CH2:21][CH2:22][CH:23]([N:26]3[CH2:30][CH2:29][CH2:28][C:27]3=[O:31])[CH2:24][CH2:25]2)=[CH:5][CH:6]=1, predict the reactants needed to synthesize it. (8) Given the product [CH3:1][S:2]([O:27][CH2:26][C@H:23]1[CH2:22][CH2:21][C@H:20]([CH2:19][CH2:18][C@H:15]2[CH2:16][CH2:17][C@H:12]([CH2:9][CH2:10][CH3:11])[CH2:13][CH2:14]2)[CH2:25][CH2:24]1)(=[O:4])=[O:3], predict the reactants needed to synthesize it. The reactants are: [CH3:1][S:2](Cl)(=[O:4])=[O:3].ClCCl.[CH2:9]([C@H:12]1[CH2:17][CH2:16][C@H:15]([CH2:18][CH2:19][C@H:20]2[CH2:25][CH2:24][C@H:23]([CH2:26][OH:27])[CH2:22][CH2:21]2)[CH2:14][CH2:13]1)[CH2:10][CH3:11].Cl.